From a dataset of Retrosynthesis with 50K atom-mapped reactions and 10 reaction types from USPTO. Predict the reactants needed to synthesize the given product. (1) Given the product COC(=O)C[C@@H]1COc2cc(O[C@@H]3CCc4c(Oc5cc(C)c(C#N)c(C)c5)ccc(F)c43)ccc21, predict the reactants needed to synthesize it. The reactants are: COC(=O)C[C@@H]1COc2cc(O[C@@H]3CCc4c(O)ccc(F)c43)ccc21.Cc1cc(F)cc(C)c1C#N. (2) The reactants are: COc1ccc2c(c1)CC(=O)N2.O=Cc1[nH]cc2c1CCOC2=O. Given the product COc1ccc2c(c1)C(=Cc1[nH]cc3c1CCOC3=O)C(=O)N2, predict the reactants needed to synthesize it.